From a dataset of Retrosynthesis with 50K atom-mapped reactions and 10 reaction types from USPTO. Predict the reactants needed to synthesize the given product. Given the product CC=Cc1oc(CO)cc(=O)c1OCCCCCBr, predict the reactants needed to synthesize it. The reactants are: BrCCCCCBr.CC=Cc1oc(CO)cc(=O)c1O.